The task is: Predict the reactants needed to synthesize the given product.. This data is from Full USPTO retrosynthesis dataset with 1.9M reactions from patents (1976-2016). (1) Given the product [F:27][C:28]([F:33])([F:32])[C:29]([OH:31])=[O:30].[CH3:1][N:2]([CH:18]1[CH2:23][CH2:22][NH:21][CH2:20][CH2:19]1)[C:3](=[O:17])[C:4]1[CH:9]=[CH:8][C:7]([O:10][C:11]2[CH:16]=[CH:15][CH:14]=[CH:13][CH:12]=2)=[CH:6][CH:5]=1, predict the reactants needed to synthesize it. The reactants are: [CH3:1][N:2]([CH:18]1[CH2:23][CH2:22][N:21](C([O-])=O)[CH2:20][CH2:19]1)[C:3](=[O:17])[C:4]1[CH:9]=[CH:8][C:7]([O:10][C:11]2[CH:16]=[CH:15][CH:14]=[CH:13][CH:12]=2)=[CH:6][CH:5]=1.[F:27][C:28]([F:33])([F:32])[C:29]([OH:31])=[O:30]. (2) Given the product [N:29]([C@H:7]1[C@@H:3]([O:2][CH3:1])[CH2:4][N:5]([C:19]([O:21][CH2:22][C:23]2[CH:28]=[CH:27][CH:26]=[CH:25][CH:24]=2)=[O:20])[CH2:6]1)=[N+:30]=[N-:31], predict the reactants needed to synthesize it. The reactants are: [CH3:1][O:2][C@H:3]1[C@H:7](OS(C2C=CC(C)=CC=2)(=O)=O)[CH2:6][N:5]([C:19]([O:21][CH2:22][C:23]2[CH:28]=[CH:27][CH:26]=[CH:25][CH:24]=2)=[O:20])[CH2:4]1.[N-:29]=[N+:30]=[N-:31].[Na+]. (3) The reactants are: Cl[C:2]1[N:7]=[CH:6][C:5]([O:8][CH2:9][CH2:10][C@H:11]([CH:13]2[CH2:18][CH2:17][N:16]([C:19]3[O:23][N:22]=[C:21]([CH:24]([CH3:26])[CH3:25])[N:20]=3)[CH2:15][CH2:14]2)[CH3:12])=[CH:4][N:3]=1.[C:27]([O:31][C:32](=[O:47])[NH:33][C@@H:34]1[C@@H:38]([N:39]2[CH2:44][CH:43]([CH3:45])[CH2:42][CH2:41][C:40]2=[O:46])[CH2:37][NH:36][CH2:35]1)([CH3:30])([CH3:29])[CH3:28].C1CCN2C(=NCCC2)CC1. Given the product [C:27]([O:31][C:32](=[O:47])[NH:33][C@@H:34]1[C@@H:38]([N:39]2[CH2:44][CH:43]([CH3:45])[CH2:42][CH2:41][C:40]2=[O:46])[CH2:37][N:36]([C:2]2[N:7]=[CH:6][C:5]([O:8][CH2:9][CH2:10][C@H:11]([CH:13]3[CH2:18][CH2:17][N:16]([C:19]4[O:23][N:22]=[C:21]([CH:24]([CH3:26])[CH3:25])[N:20]=4)[CH2:15][CH2:14]3)[CH3:12])=[CH:4][N:3]=2)[CH2:35]1)([CH3:29])([CH3:28])[CH3:30], predict the reactants needed to synthesize it. (4) Given the product [O:1]1[C:5]2[CH:6]=[CH:7][CH:8]=[CH:9][C:4]=2[CH:3]=[C:2]1[C:10]1[N:14]2[N:15]=[C:16]([NH:26][CH2:27][CH:28]([OH:36])[CH2:29][N:30]3[CH2:31][CH2:32][O:33][CH2:34][CH2:35]3)[CH:17]=[CH:18][C:13]2=[N:12][CH:11]=1, predict the reactants needed to synthesize it. The reactants are: [O:1]1[C:5]2[CH:6]=[CH:7][CH:8]=[CH:9][C:4]=2[CH:3]=[C:2]1[C:10]1[N:14]2[N:15]=[C:16](Cl)[CH:17]=[CH:18][C:13]2=[N:12][CH:11]=1.C(O)(=O)C(O)=O.[NH2:26][CH2:27][CH:28]([OH:36])[CH2:29][N:30]1[CH2:35][CH2:34][O:33][CH2:32][CH2:31]1.C(=O)([O-])O.[Na+]. (5) The reactants are: [C:1]([N:9]1[CH2:14][CH2:13][N:12]([C:15]([O:17]C(C)(C)C)=[O:16])[CH2:11][CH2:10]1)(=[O:8])[C:2]1[CH:7]=[CH:6][CH:5]=[CH:4][CH:3]=1.CO.C(Cl)(Cl)[Cl:25]. Given the product [ClH:25].[C:1]([N:9]1[CH2:10][CH2:11][N:12]([C:15]([O-:17])=[O:16])[CH2:13][CH2:14]1)(=[O:8])[C:2]1[CH:7]=[CH:6][CH:5]=[CH:4][CH:3]=1, predict the reactants needed to synthesize it. (6) Given the product [CH2:27]([N:12]1[C:13]2[C:18](=[CH:17][CH:16]=[CH:15][CH:14]=2)[C:10]([CH2:9][CH2:8][CH2:7][O:6][C:5]2[CH:24]=[CH:25][C:2]([Cl:1])=[C:3]([CH3:26])[CH:4]=2)=[C:11]1[C:19]([O:21][CH2:22][CH3:23])=[O:20])[C:28]1[CH:33]=[CH:32][CH:31]=[CH:30][CH:29]=1, predict the reactants needed to synthesize it. The reactants are: [Cl:1][C:2]1[CH:25]=[CH:24][C:5]([O:6][CH2:7][CH2:8][CH2:9][C:10]2[C:18]3[C:13](=[CH:14][CH:15]=[CH:16][CH:17]=3)[NH:12][C:11]=2[C:19]([O:21][CH2:22][CH3:23])=[O:20])=[CH:4][C:3]=1[CH3:26].[CH2:27](Br)[C:28]1[CH:33]=[CH:32][CH:31]=[CH:30][CH:29]=1.